From a dataset of Full USPTO retrosynthesis dataset with 1.9M reactions from patents (1976-2016). Predict the reactants needed to synthesize the given product. (1) The reactants are: C([O:3][C:4]([C:6]1[C:7]([C:12]2[CH:17]=[CH:16][N:15]=[CH:14][CH:13]=2)=[N:8][O:9][C:10]=1[CH3:11])=O)C.O.[OH-].[Na+]. Given the product [CH3:11][C:10]1[O:9][N:8]=[C:7]([C:12]2[CH:17]=[CH:16][N:15]=[CH:14][CH:13]=2)[C:6]=1[CH2:4][OH:3], predict the reactants needed to synthesize it. (2) Given the product [Cl:1][C:2]1[CH:3]=[CH:4][C:5]([C:9]2[N:13]([CH2:14][CH:15]3[CH2:16][CH2:17][CH2:18][CH2:19][CH2:20]3)[C:12]3[CH:21]=[C:22]([F:26])[C:23]([F:25])=[CH:24][C:11]=3[N:10]=2)=[C:6]([NH:8][C:39](=[O:38])[C:40]2[CH:45]=[CH:44][C:43]([C:46]3[NH:50][N:49]=[N:48][N:47]=3)=[CH:42][C:41]=2[F:51])[CH:7]=1, predict the reactants needed to synthesize it. The reactants are: [Cl:1][C:2]1[CH:3]=[CH:4][C:5]([C:9]2[N:13]([CH2:14][CH:15]3[CH2:20][CH2:19][CH2:18][CH2:17][CH2:16]3)[C:12]3[CH:21]=[C:22]([F:26])[C:23]([F:25])=[CH:24][C:11]=3[N:10]=2)=[C:6]([NH2:8])[CH:7]=1.C[Si]([N-][Si](C)(C)C)(C)C.[Li+].C[O:38][C:39](=O)[C:40]1[CH:45]=[CH:44][C:43]([C:46]2[NH:50][N:49]=[N:48][N:47]=2)=[CH:42][C:41]=1[F:51].